From a dataset of Reaction yield outcomes from USPTO patents with 853,638 reactions. Predict the reaction yield, written as a fraction of the theoretical maximum amount of product (1.0 means a 100% yield; for example, 0.34 means a 34% yield). (1) The reactants are Br[C:2]1[CH:7]=[CH:6][C:5]([CH:8]([NH:10][C:11](=[O:17])[O:12][C:13]([CH3:16])([CH3:15])[CH3:14])[CH3:9])=[C:4]([F:18])[CH:3]=1.[B:19]1([B:19]2[O:23][C:22]([CH3:25])([CH3:24])[C:21]([CH3:27])([CH3:26])[O:20]2)[O:23][C:22]([CH3:25])([CH3:24])[C:21]([CH3:27])([CH3:26])[O:20]1. No catalyst specified. The product is [F:18][C:4]1[CH:3]=[C:2]([B:19]2[O:23][C:22]([CH3:25])([CH3:24])[C:21]([CH3:27])([CH3:26])[O:20]2)[CH:7]=[CH:6][C:5]=1[CH:8]([NH:10][C:11](=[O:17])[O:12][C:13]([CH3:16])([CH3:15])[CH3:14])[CH3:9]. The yield is 0.930. (2) The catalyst is Cl.O. The product is [NH2:14][C:12]1[CH:11]=[CH:10][C:9](=[O:17])[N:8]([CH2:1][C:2]2[CH:7]=[CH:6][CH:5]=[CH:4][CH:3]=2)[CH:13]=1. The reactants are [CH2:1]([N:8]1[CH:13]=[C:12]([N+:14]([O-])=O)[CH:11]=[CH:10][C:9]1=[O:17])[C:2]1[CH:7]=[CH:6][CH:5]=[CH:4][CH:3]=1.[Sn].C(=O)([O-])[O-].[Na+].[Na+]. The yield is 0.510. (3) The product is [OH:2][CH:1]([C:3]1[S:4][CH:5]=[CH:6][C:7]=1[S:8]([N:11]([CH3:26])[C:12]1[CH:13]=[CH:14][CH:15]=[C:16]2[C:20]=1[NH:19][C:18]([C:21]1[S:22][CH:23]=[CH:24][N:25]=1)=[CH:17]2)(=[O:10])=[O:9])[CH3:27]. The yield is 0.330. The reactants are [CH:1]([C:3]1[S:4][CH:5]=[CH:6][C:7]=1[S:8]([N:11]([CH3:26])[C:12]1[CH:13]=[CH:14][CH:15]=[C:16]2[C:20]=1[NH:19][C:18]([C:21]1[S:22][CH:23]=[CH:24][N:25]=1)=[CH:17]2)(=[O:10])=[O:9])=[O:2].[CH3:27][Mg]Br.O. The catalyst is O1CCCC1. (4) The reactants are P(N=[N+]=[N-])(=O)([O:9][C:10]1C=CC=CC=1)OC1C=CC=CC=1.[N:20]1[CH:25]=[CH:24][N:23]=[CH:22][C:21]=1C(O)=O.CC[N:31](C(C)C)C(C)C.[CH3:38][C@H:39]1[O:44][C@H:43]([CH3:45])[CH2:42][N:41]([C:46]2[CH:47]=[CH:48][C:49]3[N:55]4[CH2:56][C@H:52]([CH2:53][CH2:54]4)[NH:51][C:50]=3[N:57]=2)[CH2:40]1. The catalyst is O1CCCC1. The product is [CH3:45][C@@H:43]1[CH2:42][N:41]([C:46]2[CH:47]=[CH:48][C:49]3[N:55]4[CH2:56][C@H:52]([CH2:53][CH2:54]4)[N:51]([C:10]([NH:31][C:21]4[CH:22]=[N:23][CH:24]=[CH:25][N:20]=4)=[O:9])[C:50]=3[N:57]=2)[CH2:40][C@@H:39]([CH3:38])[O:44]1. The yield is 0.129. (5) The reactants are [CH2:1]([C:3]1([CH2:14][O:15]COC)[O:7][C:6]2=[N:8][C:9]([N+:11]([O-:13])=[O:12])=[CH:10][N:5]2[CH2:4]1)[CH3:2].Cl. The catalyst is CO. The product is [CH2:1]([C:3]1([CH2:14][OH:15])[O:7][C:6]2=[N:8][C:9]([N+:11]([O-:13])=[O:12])=[CH:10][N:5]2[CH2:4]1)[CH3:2]. The yield is 0.400. (6) The reactants are [OH:1][C@@:2]1([C:9]#[C:10][C:11]2[CH:12]=[C:13]([N:17]3[C:25]4[C:20](=[CH:21][CH:22]=[CH:23][C:24]=4[O:26][CH3:27])[C:19]([C:28]([O:30]C)=O)=[N:18]3)[CH:14]=[CH:15][CH:16]=2)[CH2:6][CH2:5][N:4]([CH3:7])[C:3]1=[O:8].[NH3:32]. The catalyst is CO. The product is [OH:1][C@@:2]1([C:9]#[C:10][C:11]2[CH:12]=[C:13]([N:17]3[C:25]4[C:20](=[CH:21][CH:22]=[CH:23][C:24]=4[O:26][CH3:27])[C:19]([C:28]([NH2:32])=[O:30])=[N:18]3)[CH:14]=[CH:15][CH:16]=2)[CH2:6][CH2:5][N:4]([CH3:7])[C:3]1=[O:8]. The yield is 0.580.